Dataset: Forward reaction prediction with 1.9M reactions from USPTO patents (1976-2016). Task: Predict the product of the given reaction. (1) Given the reactants [H-].[Na+].[Cl:3][C:4]1[CH:12]=[CH:11][C:10]([Cl:13])=[C:9]2[C:5]=1[C:6](=[O:15])[C:7](=[O:14])[NH:8]2.Br[CH2:17][CH2:18][CH2:19][CH2:20][CH3:21].C(OCC)C, predict the reaction product. The product is: [Cl:3][C:4]1[CH:12]=[CH:11][C:10]([Cl:13])=[C:9]2[C:5]=1[C:6](=[O:15])[C:7](=[O:14])[N:8]2[CH2:17][CH2:18][CH2:19][CH2:20][CH3:21]. (2) The product is: [CH3:27][O:26][C:24]1[CH:25]=[C:20]([C:19]#[C:18][C:17]2[C:10]3[C:9]([NH2:8])=[N:14][CH:13]=[N:12][C:11]=3[N:15]([C@H:30]3[CH2:34][CH2:33][NH:32][CH2:31]3)[CH:16]=2)[CH:21]=[C:22]([O:28][CH3:29])[CH:23]=1. Given the reactants Cl.O1CCOCC1.[NH2:8][C:9]1[C:10]2[C:17]([C:18]#[C:19][C:20]3[CH:25]=[C:24]([O:26][CH3:27])[CH:23]=[C:22]([O:28][CH3:29])[CH:21]=3)=[CH:16][N:15]([C@H:30]3[CH2:34][CH2:33][N:32](C(OC(C)(C)C)=O)[CH2:31]3)[C:11]=2[N:12]=[CH:13][N:14]=1, predict the reaction product. (3) Given the reactants [CH2:1]([C:5]1[NH:9][C:8]([CH:10]=[O:11])=[C:7]([Cl:12])[N:6]=1)[CH2:2][CH2:3][CH3:4].[C:13]([O:17][C:18]([C:20]1[C:21]([C:26]2[CH:31]=[CH:30][C:29]([CH2:32]Br)=[CH:28][CH:27]=2)=[CH:22][CH:23]=[CH:24][CH:25]=1)=[O:19])([CH3:16])([CH3:15])[CH3:14].C([O-])([O-])=O.[K+].[K+], predict the reaction product. The product is: [C:13]([O:17][C:18]([C:20]1[C:21]([C:26]2[CH:31]=[CH:30][C:29]([CH2:32][N:9]3[C:8]([CH:10]=[O:11])=[C:7]([Cl:12])[N:6]=[C:5]3[CH2:1][CH2:2][CH2:3][CH3:4])=[CH:28][CH:27]=2)=[CH:22][CH:23]=[CH:24][CH:25]=1)=[O:19])([CH3:16])([CH3:15])[CH3:14]. (4) The product is: [CH2:10]([N:1]1[C:9]2[C:4](=[CH:5][CH:6]=[CH:7][CH:8]=2)[CH:3]=[CH:2]1)[C:11]1[CH:16]=[CH:15][CH:14]=[CH:13][CH:12]=1. Given the reactants [NH:1]1[C:9]2[C:4](=[CH:5][CH:6]=[CH:7][CH:8]=2)[CH:3]=[CH:2]1.[CH2:10](Cl)[C:11]1[CH:16]=[CH:15][CH:14]=[CH:13][CH:12]=1.[OH-].[K+], predict the reaction product. (5) Given the reactants [CH:1]1[C:10]2[C:5](=[CH:6][CH:7]=[CH:8][CH:9]=2)[CH:4]=[CH:3][C:2]=1[CH:11]([CH3:15])[C:12]([OH:14])=O.C(Cl)(C(Cl)=O)=O.[CH2:22]([O:24][C:25]([N:27]1[C:31]2[CH2:32][N:33]([C:35]([O:37][C:38]([CH3:41])([CH3:40])[CH3:39])=[O:36])[CH2:34][C:30]=2[C:29]([NH2:42])=[N:28]1)=[O:26])[CH3:23].CCN(C(C)C)C(C)C, predict the reaction product. The product is: [CH2:22]([O:24][C:25]([N:27]1[C:31]2[CH2:32][N:33]([C:35]([O:37][C:38]([CH3:41])([CH3:40])[CH3:39])=[O:36])[CH2:34][C:30]=2[C:29]([NH:42][C:12](=[O:14])[CH:11]([C:2]2[CH:3]=[CH:4][C:5]3[C:10](=[CH:9][CH:8]=[CH:7][CH:6]=3)[CH:1]=2)[CH3:15])=[N:28]1)=[O:26])[CH3:23].